From a dataset of NCI-60 drug combinations with 297,098 pairs across 59 cell lines. Regression. Given two drug SMILES strings and cell line genomic features, predict the synergy score measuring deviation from expected non-interaction effect. (1) Drug 1: CNC(=O)C1=NC=CC(=C1)OC2=CC=C(C=C2)NC(=O)NC3=CC(=C(C=C3)Cl)C(F)(F)F. Drug 2: C1CNP(=O)(OC1)N(CCCl)CCCl. Cell line: SF-268. Synergy scores: CSS=6.54, Synergy_ZIP=-1.14, Synergy_Bliss=1.91, Synergy_Loewe=0.593, Synergy_HSA=1.56. (2) Cell line: SK-OV-3. Synergy scores: CSS=38.1, Synergy_ZIP=-5.22, Synergy_Bliss=-6.47, Synergy_Loewe=-3.08, Synergy_HSA=-1.87. Drug 1: CC1=C2C(C(=O)C3(C(CC4C(C3C(C(C2(C)C)(CC1OC(=O)C(C(C5=CC=CC=C5)NC(=O)OC(C)(C)C)O)O)OC(=O)C6=CC=CC=C6)(CO4)OC(=O)C)OC)C)OC. Drug 2: CC1C(C(CC(O1)OC2CC(CC3=C2C(=C4C(=C3O)C(=O)C5=CC=CC=C5C4=O)O)(C(=O)C)O)N)O. (3) Drug 1: C1CCC(C1)C(CC#N)N2C=C(C=N2)C3=C4C=CNC4=NC=N3. Drug 2: CCN(CC)CCNC(=O)C1=C(NC(=C1C)C=C2C3=C(C=CC(=C3)F)NC2=O)C. Cell line: DU-145. Synergy scores: CSS=7.47, Synergy_ZIP=-0.377, Synergy_Bliss=1.64, Synergy_Loewe=-1.25, Synergy_HSA=-0.249. (4) Drug 1: CC1=C2C(C(=O)C3(C(CC4C(C3C(C(C2(C)C)(CC1OC(=O)C(C(C5=CC=CC=C5)NC(=O)OC(C)(C)C)O)O)OC(=O)C6=CC=CC=C6)(CO4)OC(=O)C)OC)C)OC. Drug 2: CC=C1C(=O)NC(C(=O)OC2CC(=O)NC(C(=O)NC(CSSCCC=C2)C(=O)N1)C(C)C)C(C)C. Cell line: OVCAR3. Synergy scores: CSS=37.0, Synergy_ZIP=-3.29, Synergy_Bliss=-7.10, Synergy_Loewe=-7.99, Synergy_HSA=-4.27. (5) Drug 1: COC1=NC(=NC2=C1N=CN2C3C(C(C(O3)CO)O)O)N. Drug 2: CCN(CC)CCCC(C)NC1=C2C=C(C=CC2=NC3=C1C=CC(=C3)Cl)OC. Cell line: MDA-MB-435. Synergy scores: CSS=17.1, Synergy_ZIP=-4.27, Synergy_Bliss=1.21, Synergy_Loewe=-29.9, Synergy_HSA=2.25. (6) Drug 1: CCCS(=O)(=O)NC1=C(C(=C(C=C1)F)C(=O)C2=CNC3=C2C=C(C=N3)C4=CC=C(C=C4)Cl)F. Drug 2: CN(C)C1=NC(=NC(=N1)N(C)C)N(C)C. Cell line: HOP-62. Synergy scores: CSS=-3.04, Synergy_ZIP=7.58, Synergy_Bliss=1.87, Synergy_Loewe=-4.67, Synergy_HSA=-3.58. (7) Drug 1: CN1CCC(CC1)COC2=C(C=C3C(=C2)N=CN=C3NC4=C(C=C(C=C4)Br)F)OC. Drug 2: N.N.Cl[Pt+2]Cl. Cell line: MCF7. Synergy scores: CSS=3.75, Synergy_ZIP=1.65, Synergy_Bliss=5.18, Synergy_Loewe=-2.04, Synergy_HSA=0.648. (8) Drug 1: CC1C(C(CC(O1)OC2CC(CC3=C2C(=C4C(=C3O)C(=O)C5=C(C4=O)C(=CC=C5)OC)O)(C(=O)C)O)N)O.Cl. Drug 2: COC1=NC(=NC2=C1N=CN2C3C(C(C(O3)CO)O)O)N. Cell line: HCT116. Synergy scores: CSS=13.6, Synergy_ZIP=5.05, Synergy_Bliss=3.54, Synergy_Loewe=-40.6, Synergy_HSA=2.26. (9) Drug 1: CC=C1C(=O)NC(C(=O)OC2CC(=O)NC(C(=O)NC(CSSCCC=C2)C(=O)N1)C(C)C)C(C)C. Drug 2: CC1C(C(CC(O1)OC2CC(OC(C2O)C)OC3=CC4=CC5=C(C(=O)C(C(C5)C(C(=O)C(C(C)O)O)OC)OC6CC(C(C(O6)C)O)OC7CC(C(C(O7)C)O)OC8CC(C(C(O8)C)O)(C)O)C(=C4C(=C3C)O)O)O)O. Cell line: SK-MEL-28. Synergy scores: CSS=60.8, Synergy_ZIP=0.600, Synergy_Bliss=0.682, Synergy_Loewe=-0.0729, Synergy_HSA=0.325. (10) Drug 1: CC1=C(C=C(C=C1)NC2=NC=CC(=N2)N(C)C3=CC4=NN(C(=C4C=C3)C)C)S(=O)(=O)N.Cl. Drug 2: C1CCC(C1)C(CC#N)N2C=C(C=N2)C3=C4C=CNC4=NC=N3. Cell line: EKVX. Synergy scores: CSS=7.40, Synergy_ZIP=0.498, Synergy_Bliss=5.96, Synergy_Loewe=1.45, Synergy_HSA=5.12.